Dataset: Reaction yield outcomes from USPTO patents with 853,638 reactions. Task: Predict the reaction yield, written as a fraction of the theoretical maximum amount of product (1.0 means a 100% yield; for example, 0.34 means a 34% yield). (1) The reactants are [C:1]([O:5][C:6]([N:8]1[C:16]2[C:11](=[CH:12][C:13]([CH:17]=[CH2:18])=[CH:14][CH:15]=2)[CH2:10][CH2:9]1)=[O:7])([CH3:4])([CH3:3])[CH3:2].Br[CH:20]([C:25]1[CH:26]=[C:27]([Cl:33])[C:28]([F:32])=[C:29]([Cl:31])[CH:30]=1)[C:21]([F:24])([F:23])[F:22].N1C=CC=CC=1C1C=CC=CN=1. The catalyst is ClC1C=CC=CC=1Cl.Cl[Cu]. The product is [Cl:31][C:29]1[CH:30]=[C:25]([CH:20]([C:21]([F:24])([F:23])[F:22])/[CH:18]=[CH:17]/[C:13]2[CH:12]=[C:11]3[C:16](=[CH:15][CH:14]=2)[N:8]([C:6]([O:5][C:1]([CH3:4])([CH3:3])[CH3:2])=[O:7])[CH2:9][CH2:10]3)[CH:26]=[C:27]([Cl:33])[C:28]=1[F:32]. The yield is 0.610. (2) The reactants are [C:1]([O:5][C:6](=[O:19])[NH:7][CH2:8][CH2:9][CH2:10][CH2:11][C:12]1[CH:17]=[CH:16][C:15]([NH2:18])=[CH:14][CH:13]=1)([CH3:4])([CH3:3])[CH3:2].Br[CH2:21][C:22]([NH2:24])=[O:23].C(N(CC)CC)C. The catalyst is C(=O)([O-])[O-].[Ag+2].CN(C=O)C. The product is [C:1]([O:5][C:6](=[O:19])[NH:7][CH2:8][CH2:9][CH2:10][CH2:11][C:12]1[CH:13]=[CH:14][C:15]([NH:18][CH2:21][C:22](=[O:23])[NH2:24])=[CH:16][CH:17]=1)([CH3:4])([CH3:2])[CH3:3]. The yield is 0.220. (3) The reactants are [I:1][C:2]1[CH:3]=[C:4]([CH:6]=[C:7]([I:9])[CH:8]=1)[NH2:5].[C:10]([N:18]=[C:19]=[S:20])(=[O:17])[C:11]1[CH:16]=[CH:15][CH:14]=[CH:13][CH:12]=1. The catalyst is CC(C)=O. The product is [C:10]([NH:18][C:19]([NH:5][C:4]1[CH:3]=[C:2]([I:1])[CH:8]=[C:7]([I:9])[CH:6]=1)=[S:20])(=[O:17])[C:11]1[CH:16]=[CH:15][CH:14]=[CH:13][CH:12]=1. The yield is 0.910. (4) The reactants are [F:1][CH2:2][CH2:3][CH2:4]O.CC(OI1(OC(C)=O)(OC(C)=O)OC(=O)C2C=CC=CC1=2)=O.[CH3:28][O:29][C:30]1[CH:49]=[CH:48][C:33]2[N:34]=[C:35]3[N:40]=[C:39]([C:41]4[CH:47]=[CH:46][C:44]([NH2:45])=[CH:43][CH:42]=4)[CH:38]=[CH:37][N:36]3[C:32]=2[CH:31]=1.[BH-](OC(C)=O)(OC(C)=O)OC(C)=O.[Na+]. The catalyst is ClCCCl.C(Cl)Cl. The product is [F:1][CH2:2][CH2:3][CH2:4][NH:45][C:44]1[CH:46]=[CH:47][C:41]([C:39]2[CH:38]=[CH:37][N:36]3[C:32]4[CH:31]=[C:30]([O:29][CH3:28])[CH:49]=[CH:48][C:33]=4[N:34]=[C:35]3[N:40]=2)=[CH:42][CH:43]=1. The yield is 0.530. (5) The reactants are [C:1]1([C:7]2[O:8][C:9]([CH3:14])=[C:10]([CH2:12]Cl)[N:11]=2)[CH:6]=[CH:5][CH:4]=[CH:3][CH:2]=1.[CH2:15]([O:17][C:18]([C:20]1([CH2:25][C:26]2[CH:35]=[CH:34][C:33]3[C:28](=[CH:29][CH:30]=[C:31]([OH:36])[CH:32]=3)[CH:27]=2)[CH2:24][CH2:23][CH2:22][O:21]1)=[O:19])[CH3:16].C(=O)([O-])[O-].[Cs+].[Cs+]. The catalyst is C(#N)C. The product is [CH2:15]([O:17][C:18]([C:20]1([CH2:25][C:26]2[CH:35]=[CH:34][C:33]3[C:28](=[CH:29][CH:30]=[C:31]([O:36][CH2:12][C:10]4[N:11]=[C:7]([C:1]5[CH:6]=[CH:5][CH:4]=[CH:3][CH:2]=5)[O:8][C:9]=4[CH3:14])[CH:32]=3)[CH:27]=2)[CH2:24][CH2:23][CH2:22][O:21]1)=[O:19])[CH3:16]. The yield is 0.600.